This data is from Reaction yield outcomes from USPTO patents with 853,638 reactions. The task is: Predict the reaction yield, written as a fraction of the theoretical maximum amount of product (1.0 means a 100% yield; for example, 0.34 means a 34% yield). (1) The yield is 0.690. The catalyst is [Cu]. The reactants are [CH3:1][N:2]1[C:6]2[S:7][C:8](C(O)=O)=[CH:9][C:5]=2[C:4]([CH3:13])=[N:3]1.N1C2C(=CC=CC=2)C=CC=1. The product is [CH3:1][N:2]1[C:6]2[S:7][CH:8]=[CH:9][C:5]=2[C:4]([CH3:13])=[N:3]1. (2) The yield is 0.280. The product is [OH:1][C:2]([CH3:34])([CH3:35])[CH2:3][C@@:4]1([C:28]2[CH:33]=[CH:32][CH:31]=[CH:30][CH:29]=2)[O:9][C:8](=[O:10])[N:7]([C@H:11]([C:13]2[CH:18]=[CH:17][C:16]([C:42]3[CH:43]=[CH:44][N:39]([CH2:38][CH2:37][OH:36])[C:40](=[O:46])[CH:41]=3)=[CH:15][CH:14]=2)[CH3:12])[CH2:6][CH2:5]1. The catalyst is O1CCOCC1.Cl[Pd](Cl)([P](C1C=CC=CC=1)(C1C=CC=CC=1)C1C=CC=CC=1)[P](C1C=CC=CC=1)(C1C=CC=CC=1)C1C=CC=CC=1. The reactants are [OH:1][C:2]([CH3:35])([CH3:34])[CH2:3][C@@:4]1([C:28]2[CH:33]=[CH:32][CH:31]=[CH:30][CH:29]=2)[O:9][C:8](=[O:10])[N:7]([C@H:11]([C:13]2[CH:18]=[CH:17][C:16](B3OC(C)(C)C(C)(C)O3)=[CH:15][CH:14]=2)[CH3:12])[CH2:6][CH2:5]1.[OH:36][CH2:37][CH2:38][N:39]1[CH:44]=[CH:43][C:42](I)=[CH:41][C:40]1=[O:46].C([O-])([O-])=O.[Cs+].[Cs+]. (3) The reactants are C[O:2][C:3]([C:5]1[CH:6]=[C:7]2[CH:13]=[C:12]([C:14]([C:21]3[CH:26]=[CH:25][C:24]([S:27]([CH3:30])(=[O:29])=[O:28])=[CH:23][CH:22]=3)=[CH:15][CH:16]3[CH2:20][CH2:19][CH2:18][CH2:17]3)[N:11](S(C3C=CC=CC=3)(=O)=O)[C:8]2=[N:9][CH:10]=1)=[O:4].Cl. The catalyst is C(O)C.O1CCCC1.[OH-].[Na+].C(OCC)(=O)C. The product is [CH:16]1([CH:15]=[C:14]([C:12]2[NH:11][C:8]3=[N:9][CH:10]=[C:5]([C:3]([OH:4])=[O:2])[CH:6]=[C:7]3[CH:13]=2)[C:21]2[CH:26]=[CH:25][C:24]([S:27]([CH3:30])(=[O:29])=[O:28])=[CH:23][CH:22]=2)[CH2:20][CH2:19][CH2:18][CH2:17]1. The yield is 0.980.